From a dataset of Full USPTO retrosynthesis dataset with 1.9M reactions from patents (1976-2016). Predict the reactants needed to synthesize the given product. (1) The reactants are: [H-].[Na+].[F:3][C:4]1[CH:5]=[C:6]2[C:10](=[CH:11][CH:12]=1)[NH:9][CH:8]=[C:7]2[CH2:13][CH2:14][C:15]1[CH:16]=[N:17][CH:18]=[CH:19][CH:20]=1.C[N:22](C=O)C. Given the product [F:3][C:4]1[CH:5]=[C:6]2[C:10](=[CH:11][CH:12]=1)[N:9]([NH2:22])[CH:8]=[C:7]2[CH2:13][CH2:14][C:15]1[CH:16]=[N:17][CH:18]=[CH:19][CH:20]=1, predict the reactants needed to synthesize it. (2) Given the product [NH2:1][C:2]1[C:3]([C:18]2[CH:19]=[CH:20][C:15]([O:14][CH3:13])=[CH:16][CH:17]=2)=[N:4][NH:5][C:6]=1[C:7]([O:9][CH2:10][CH3:11])=[O:8], predict the reactants needed to synthesize it. The reactants are: [NH2:1][C:2]1[C:3](Br)=[N:4][NH:5][C:6]=1[C:7]([O:9][CH2:10][CH3:11])=[O:8].[CH3:13][O:14][C:15]1[CH:20]=[CH:19][C:18](B(O)O)=[CH:17][CH:16]=1.[O-]P([O-])([O-])=O.[K+].[K+].[K+].O1CCOCC1.